This data is from Full USPTO retrosynthesis dataset with 1.9M reactions from patents (1976-2016). The task is: Predict the reactants needed to synthesize the given product. (1) The reactants are: [OH-:1].[K+].[Br:3][C:4]1[CH:9]=[CH:8][C:7]([CH2:10][C:11]#N)=[C:6]([CH3:13])[CH:5]=1.Cl.[C:15](=O)([O-])[O-:16].[K+].[K+].CI. Given the product [Br:3][C:4]1[CH:9]=[CH:8][C:7]([CH2:10][C:11]([O:16][CH3:15])=[O:1])=[C:6]([CH3:13])[CH:5]=1, predict the reactants needed to synthesize it. (2) Given the product [CH2:21]([O:23][C:24]([C:26]1[C:30]([C:31]([O:33][CH2:34][CH3:35])=[O:32])=[C:29]([N:36]=[CH:17][C:15]2[S:16][C:12]([N:11]([CH2:19][CH3:20])[CH2:9][CH3:10])=[CH:13][CH:14]=2)[S:28][C:27]=1[NH2:37])=[O:25])[CH3:22], predict the reactants needed to synthesize it. The reactants are: N12CCN(CC1)CC2.[CH2:9]([N:11]([CH2:19][CH3:20])[C:12]1[S:16][C:15]([CH:17]=O)=[CH:14][CH:13]=1)[CH3:10].[CH2:21]([O:23][C:24]([C:26]1[C:30]([C:31]([O:33][CH2:34][CH3:35])=[O:32])=[C:29]([NH2:36])[S:28][C:27]=1[NH2:37])=[O:25])[CH3:22]. (3) The reactants are: [C:1]1([NH2:12])C(F)=C(F)C(F)=C(N)C=1F.Cl.Cl.[NH2:15][C:16]1[N:24]=[CH:23][N:22]=[C:21]2[C:17]=1[N:18]=[CH:19][N:20]2[C@H:25]1[C@@H:29]2[O:30][C:31]([CH3:34])([CH3:33])[O:32][C@@H:28]2[C@@H:27]([CH2:35][S:36][CH2:37][CH2:38][CH:39]([NH:44][C:45]([O:47][C:48]([CH3:51])([CH3:50])[CH3:49])=[O:46])[C:40]([O:42][CH3:43])=[O:41])[O:26]1.[N:52]1C=CC=C[CH:53]=1. Given the product [N:52]1[N:12]=[CH:1][N:15]([C:16]2[N:24]=[CH:23][N:22]=[C:21]3[C:17]=2[N:18]=[CH:19][N:20]3[C@H:25]2[C@@H:29]3[O:30][C:31]([CH3:34])([CH3:33])[O:32][C@@H:28]3[C@@H:27]([CH2:35][S:36][CH2:37][CH2:38][CH:39]([NH:44][C:45]([O:47][C:48]([CH3:51])([CH3:50])[CH3:49])=[O:46])[C:40]([O:42][CH3:43])=[O:41])[O:26]2)[CH:53]=1, predict the reactants needed to synthesize it. (4) Given the product [OH:4][CH2:3][CH:2]([NH:1][C:9](=[O:10])[CH2:8][C:7](=[O:11])[CH3:6])[CH3:5], predict the reactants needed to synthesize it. The reactants are: [NH2:1][CH:2]([CH3:5])[CH2:3][OH:4].[CH2:6]=[C:7]1[O:11][C:9](=[O:10])[CH2:8]1. (5) Given the product [CH2:18]([NH:17][C:16](=[O:22])[C@H:14]([CH3:15])[CH2:13][C@H:12]([OH:23])[C@@H:11]1[CH2:24][C:25]2=[CH:26][C:27](=[CH:28][CH:29]=[CH:30]2)[O:31][CH2:32][CH2:33][CH2:2][CH2:1][NH:4][C:5]2[CH:6]=[C:7]([CH:35]=[C:36]([O:38][CH3:39])[N:37]=2)[C:8](=[O:9])[NH:10]1)[CH2:19][CH2:20][CH3:21], predict the reactants needed to synthesize it. The reactants are: [CH2:1]([NH:4][C:5]1[CH:6]=[C:7]([CH:35]=[C:36]([O:38][CH3:39])[N:37]=1)[C:8]([NH:10][C@@H:11]([CH2:24][C:25]1[CH:30]=[CH:29][CH:28]=[C:27]([O:31][CH2:32][CH:33]=C)[CH:26]=1)[C@@H:12]([OH:23])[CH2:13][C@H:14]([C:16](=[O:22])[NH:17][CH2:18][CH2:19][CH2:20][CH3:21])[CH3:15])=[O:9])[CH:2]=C. (6) Given the product [Cl:1][CH2:2][CH2:3][CH2:4][Si:5]([CH3:6])([CH2:11][C:10](=[CH2:9])[CH3:12])[CH2:9][C:10](=[CH2:12])[CH3:11], predict the reactants needed to synthesize it. The reactants are: [Cl:1][CH2:2][CH2:3][CH2:4][SiH2:5][CH:6](Cl)Cl.[CH2:9]([Mg]Cl)[C:10](=[CH2:12])[CH3:11].